From a dataset of Forward reaction prediction with 1.9M reactions from USPTO patents (1976-2016). Predict the product of the given reaction. (1) The product is: [NH2:20][C:14]1[C:10]([C:11]([OH:13])=[O:12])=[C:9]([O:8][CH2:1][C:2]2[CH:3]=[CH:4][CH:5]=[CH:6][CH:7]=2)[C:17]([O:18][CH3:19])=[CH:16][CH:15]=1. Given the reactants [CH2:1]([O:8][C:9]1[C:17]([O:18][CH3:19])=[CH:16][CH:15]=[C:14]([N+:20]([O-])=O)[C:10]=1[C:11]([OH:13])=[O:12])[C:2]1[CH:7]=[CH:6][CH:5]=[CH:4][CH:3]=1.[OH-].[NH4+], predict the reaction product. (2) Given the reactants [CH3:1][Si]([N-][Si](C)(C)C)(C)C.[Li+].[Br:11][C:12]1[CH:21]=[C:20]2[C:15]([CH2:16][CH2:17][C:18]([CH3:24])([CH3:23])[C:19]2=O)=[CH:14][CH:13]=1, predict the reaction product. The product is: [Br:11][C:12]1[CH:21]=[C:20]2[C:15]([CH2:16][CH2:17][C:18]([CH3:24])([CH3:23])[C:19]2=[CH2:1])=[CH:14][CH:13]=1.